From a dataset of Full USPTO retrosynthesis dataset with 1.9M reactions from patents (1976-2016). Predict the reactants needed to synthesize the given product. (1) Given the product [ClH:1].[ClH:1].[C:36]([N:31]1[CH2:32][CH2:33][CH:28]([O:27][C:24]2[CH:23]=[CH:22][C:21]([N:15]([CH2:14]/[C:13](/[CH3:34])=[CH:12]/[C:8]3[CH:9]=[CH:10][CH:11]=[C:6]([C:3](=[NH:4])[NH2:5])[CH:7]=3)[S:16]([CH2:19][CH3:20])(=[O:18])=[O:17])=[CH:26][CH:25]=2)[CH2:29][CH2:30]1)(=[NH:41])[CH3:37], predict the reactants needed to synthesize it. The reactants are: [ClH:1].Cl.[C:3]([C:6]1[CH:7]=[C:8](/[CH:12]=[C:13](\[CH3:34])/[CH2:14][N:15]([C:21]2[CH:26]=[CH:25][C:24]([O:27][CH:28]3[CH2:33][CH2:32][NH:31][CH2:30][CH2:29]3)=[CH:23][CH:22]=2)[S:16]([CH2:19][CH3:20])(=[O:18])=[O:17])[CH:9]=[CH:10][CH:11]=1)(=[NH:5])[NH2:4].Cl.[C:36](=[NH:41])(OCC)[CH3:37].C(N(CC)CC)C.Cl. (2) Given the product [CH3:23][O:22][C:14]1[CH:13]=[N:12][C:11]2[N:10]([C:9]([O:8][CH2:1][C:2]3[CH:7]=[CH:6][CH:5]=[CH:4][CH:3]=3)=[O:24])[CH2:19][C:18](=[O:21])[NH:17][C:16]=2[CH:15]=1, predict the reactants needed to synthesize it. The reactants are: [CH2:1]([O:8][C:9](=[O:24])[NH:10][C:11]1[C:16]([NH:17][C:18](=[O:21])[CH2:19]Cl)=[CH:15][C:14]([O:22][CH3:23])=[CH:13][N:12]=1)[C:2]1[CH:7]=[CH:6][CH:5]=[CH:4][CH:3]=1.C(=O)([O-])[O-].[Cs+].[Cs+]. (3) Given the product [F:11][C:12]1[C:13](=[O:14])[N:3]2[N:4]=[CH:5][C:6]([C:7]([O:9][CH3:10])=[O:8])=[C:2]2[NH:1][C:18]=1[C:20]1[CH:25]=[CH:24][C:23]([O:26][CH3:27])=[CH:22][CH:21]=1, predict the reactants needed to synthesize it. The reactants are: [NH2:1][C:2]1[C:6]([C:7]([O:9][CH3:10])=[O:8])=[CH:5][NH:4][N:3]=1.[F:11][CH:12]([C:18]([C:20]1[CH:25]=[CH:24][C:23]([O:26][CH3:27])=[CH:22][CH:21]=1)=O)[C:13](OCC)=[O:14]. (4) Given the product [CH3:31][C:32]1([CH3:40])[O:36][C@@H:35]([CH2:37][O:38][NH:39][C:18]([C:10]2[CH:11]=[CH:12][C:13]3[CH:14]=[N:15][S:16][C:17]=3[C:9]=2[NH:8][C:5]2[CH:6]=[CH:7][C:2]([Br:1])=[CH:3][C:4]=2[F:21])=[O:20])[CH2:34][O:33]1, predict the reactants needed to synthesize it. The reactants are: [Br:1][C:2]1[CH:7]=[CH:6][C:5]([NH:8][C:9]2[C:17]3[S:16][N:15]=[CH:14][C:13]=3[CH:12]=[CH:11][C:10]=2[C:18]([OH:20])=O)=[C:4]([F:21])[CH:3]=1.C(N(C(C)C)CC)(C)C.[CH3:31][C:32]1([CH3:40])[O:36][C@@H:35]([CH2:37][O:38][NH2:39])[CH2:34][O:33]1.CCN=C=NCCCN(C)C.C1C=CC2N(O)N=NC=2C=1. (5) Given the product [CH3:17][O:16][CH2:15][C:5]([CH2:6][O:7][C:8]([CH:12]([CH3:14])[CH3:13])([CH3:18])[CH3:11])([C:1]([CH3:2])([CH3:3])[CH3:4])[CH2:10][OH:9], predict the reactants needed to synthesize it. The reactants are: [C:1]([C:5]1([CH2:15][O:16][CH3:17])[CH2:10][O:9][C:8]([CH:12]([CH3:14])[CH3:13])([CH3:11])[O:7][CH2:6]1)([CH3:4])([CH3:3])[CH3:2].[CH2:18](OCC)C.C[Mg]I.CCCCCC.C(OCC)(=O)C.C(N(CC)CC)C. (6) Given the product [N:28]1([CH2:27][CH2:26][O:25][C:20]2[CH:21]=[C:22]3[C:17](=[CH:18][CH:19]=2)[CH:16]=[C:15]([C:9]2[C:8]4[C:12](=[CH:13][CH:14]=[C:6]([C:4]5[N:5]=[C:39]([CH2:38][CH:35]6[CH2:37][CH2:36]6)[NH:41][N:42]=5)[CH:7]=4)[NH:11][N:10]=2)[CH:24]=[CH:23]3)[CH2:34][CH2:33][CH2:32][CH2:31][CH2:30][CH2:29]1, predict the reactants needed to synthesize it. The reactants are: C(O[C:4]([C:6]1[CH:7]=[C:8]2[C:12](=[CH:13][CH:14]=1)[NH:11][N:10]=[C:9]2[C:15]1[CH:24]=[CH:23][C:22]2[C:17](=[CH:18][CH:19]=[C:20]([O:25][CH2:26][CH2:27][N:28]3[CH2:34][CH2:33][CH2:32][CH2:31][CH2:30][CH2:29]3)[CH:21]=2)[CH:16]=1)=[NH:5])C.[CH:35]1([CH2:38][C:39]([NH:41][NH2:42])=O)[CH2:37][CH2:36]1.C(N(CC)CC)C. (7) The reactants are: Cl.[I:2][C:3]1([CH2:6][C@@H:7]([CH2:16][O:17][Si](C)(C)C(C)(C)C)[O:8][Si](C)(C)C(C)(C)C)[CH2:5][CH2:4]1. Given the product [I:2][C:3]1([CH2:6][C@H:7]([OH:8])[CH2:16][OH:17])[CH2:5][CH2:4]1, predict the reactants needed to synthesize it. (8) Given the product [CH3:14][C:5]1[CH:6]=[CH:7][CH:8]=[C:9]2[C:4]=1[N:3]=[C:2]([C:16]1[CH:17]=[CH:18][CH:19]=[CH:20][C:15]=1[CH3:24])[C:11]([CH:12]=[O:13])=[CH:10]2, predict the reactants needed to synthesize it. The reactants are: Cl[C:2]1[C:11]([CH:12]=[O:13])=[CH:10][C:9]2[C:4](=[C:5]([CH3:14])[CH:6]=[CH:7][CH:8]=2)[N:3]=1.[C:15]1([CH3:24])[CH:20]=[CH:19][CH:18]=[CH:17][C:16]=1B(O)O.C(=O)([O-])[O-].[Na+].[Na+]. (9) Given the product [Br:11][C:12]1[CH:13]=[CH:14][C:15]([Cl:20])=[C:16]([CH2:17][C:9]2[S:8][C:7]3[C:2]([CH3:1])=[CH:3][CH:4]=[CH:5][C:6]=3[CH:10]=2)[CH:19]=1, predict the reactants needed to synthesize it. The reactants are: [CH3:1][C:2]1[C:7]2[S:8][CH:9]=[CH:10][C:6]=2[CH:5]=[CH:4][CH:3]=1.[Br:11][C:12]1[CH:13]=[CH:14][C:15]([Cl:20])=[C:16]([CH:19]=1)[CH:17]=O. (10) Given the product [CH2:1]([O:8][C:9]1[C:10]2[N:11]([C:15]([Br:18])=[CH:16][N:17]=2)[CH:12]=[CH:13][CH:14]=1)[C:2]1[CH:3]=[CH:4][CH:5]=[CH:6][CH:7]=1, predict the reactants needed to synthesize it. The reactants are: [CH2:1]([O:8][C:9]1[C:10]2[N:11]([CH:15]=[CH:16][N:17]=2)[CH:12]=[CH:13][CH:14]=1)[C:2]1[CH:7]=[CH:6][CH:5]=[CH:4][CH:3]=1.[Br:18]Br.